From a dataset of Reaction yield outcomes from USPTO patents with 853,638 reactions. Predict the reaction yield, written as a fraction of the theoretical maximum amount of product (1.0 means a 100% yield; for example, 0.34 means a 34% yield). (1) The product is [C:17]([O:20][CH2:21][C:22]1[C:23]([N:37]2[N:46]=[CH:45][C:44]3[C:39](=[C:40]([F:51])[CH:41]=[C:42]([C:47]([CH3:49])([CH3:48])[CH3:50])[CH:43]=3)[C:38]2=[O:52])=[N:24][CH:25]=[CH:26][C:27]=1[C:2]1[CH:3]=[C:4]([NH:10][C:11]2[CH:16]=[N:15][CH:14]=[CH:13][N:12]=2)[C:5](=[O:9])[N:6]([CH3:8])[CH:7]=1)(=[O:19])[CH3:18]. The reactants are Br[C:2]1[CH:3]=[C:4]([NH:10][C:11]2[CH:16]=[N:15][CH:14]=[CH:13][N:12]=2)[C:5](=[O:9])[N:6]([CH3:8])[CH:7]=1.[C:17]([O:20][CH2:21][C:22]1[C:23]([N:37]2[N:46]=[CH:45][C:44]3[C:39](=[C:40]([F:51])[CH:41]=[C:42]([C:47]([CH3:50])([CH3:49])[CH3:48])[CH:43]=3)[C:38]2=[O:52])=[N:24][CH:25]=[CH:26][C:27]=1B1OC(C)(C)C(C)(C)O1)(=[O:19])[CH3:18].[O-]P([O-])([O-])=O.[K+].[K+].[K+].O.O.O.C([O-])(=O)C.[Na+]. The catalyst is C1C=CC(P(C2C=CC=CC=2)[C-]2C=CC=C2)=CC=1.C1C=CC(P(C2C=CC=CC=2)[C-]2C=CC=C2)=CC=1.Cl[Pd]Cl.[Fe+2].O.C(#N)C. The yield is 0.520. (2) The reactants are [C:1]([O:5][C:6]([NH:8][C@H:9]([CH:14]1[CH2:19][CH2:18][N:17]([C:20]2[N:25]=[C:24]([C:26]3[CH:35]=[CH:34][C:33]4[C:28](=[CH:29][CH:30]=[CH:31][CH:32]=4)[CH:27]=3)[CH:23]=[CH:22][N:21]=2)[CH2:16][CH2:15]1)[C:10](OC)=[O:11])=[O:7])([CH3:4])([CH3:3])[CH3:2].[Li+].[BH4-]. The catalyst is C1COCC1.O. The product is [OH:11][CH2:10][C@H:9]([NH:8][C:6](=[O:7])[O:5][C:1]([CH3:3])([CH3:2])[CH3:4])[CH:14]1[CH2:19][CH2:18][N:17]([C:20]2[N:25]=[C:24]([C:26]3[CH:35]=[CH:34][C:33]4[C:28](=[CH:29][CH:30]=[CH:31][CH:32]=4)[CH:27]=3)[CH:23]=[CH:22][N:21]=2)[CH2:16][CH2:15]1. The yield is 0.975. (3) The reactants are [Cl:1][C:2]1[CH:7]=[CH:6][C:5]([O:8][CH2:9][F:10])=[C:4]([F:11])[CH:3]=1.[Li]CCCC.CN([CH:20]=[O:21])C. The catalyst is C1COCC1. The product is [Cl:1][C:2]1[C:3]([CH:20]=[O:21])=[C:4]([F:11])[C:5]([O:8][CH2:9][F:10])=[CH:6][CH:7]=1. The yield is 0.990. (4) The reactants are [CH3:1][O:2][C:3](=[O:19])[CH2:4][C:5]1[CH:10]=[CH:9][C:8](OS(C(F)(F)F)(=O)=O)=[CH:7][CH:6]=1.[CH:20]1[C:29]2[C:24](=[CH:25][CH:26]=[CH:27][CH:28]=2)[CH:23]=[CH:22][C:21]=1B(O)O.[F-].[Cs+]. The catalyst is C(COC)OC. The product is [CH3:1][O:2][C:3](=[O:19])[CH2:4][C:5]1[CH:10]=[CH:9][C:8]([C:22]2[CH:21]=[CH:20][C:29]3[C:24](=[CH:25][CH:26]=[CH:27][CH:28]=3)[CH:23]=2)=[CH:7][CH:6]=1. The yield is 0.660. (5) The reactants are [NH2:1][C@@H:2]([C:6]1[CH:11]=[CH:10][CH:9]=[C:8]([F:12])[CH:7]=1)[C:3](O)=O.C[O:14][C:15](=O)[C@H:16]([CH2:18][CH:19]([CH3:21])[CH3:20])[NH2:17].C([C@@H]1NC[C@H](CC(C)C)NC1=O)C(C)C. No catalyst specified. The product is [F:12][C:8]1[CH:7]=[C:6]([C@@H:2]2[NH:1][C:15](=[O:14])[C@H:16]([CH2:18][CH:19]([CH3:21])[CH3:20])[NH:17][CH2:3]2)[CH:11]=[CH:10][CH:9]=1. The yield is 0.0360. (6) The reactants are [N+:1]([C:4]1[C:5]([CH3:19])=[C:6]2[C:10](=[C:11]([N+:14]([O-])=O)[C:12]=1[CH3:13])[C:9]([CH3:18])([CH3:17])[CH2:8][CH2:7]2)([O-])=O.O. The catalyst is CO.[Pd]. The product is [NH2:1][C:4]1[C:5]([CH3:19])=[C:6]2[C:10](=[C:11]([NH2:14])[C:12]=1[CH3:13])[C:9]([CH3:17])([CH3:18])[CH2:8][CH2:7]2. The yield is 0.921. (7) The reactants are [F:1][C:2]1[C:10]([N+:11]([O-:13])=[O:12])=[CH:9][CH:8]=[C:7]2[C:3]=1[CH2:4][CH2:5][N:6]2C(=O)C. The catalyst is Cl. The product is [F:1][C:2]1[C:10]([N+:11]([O-:13])=[O:12])=[CH:9][CH:8]=[C:7]2[C:3]=1[CH2:4][CH2:5][NH:6]2. The yield is 0.760.